This data is from Forward reaction prediction with 1.9M reactions from USPTO patents (1976-2016). The task is: Predict the product of the given reaction. (1) Given the reactants Cl[C:2](Cl)([O:4][C:5](=[O:11])OC(Cl)(Cl)Cl)Cl.[NH2:13][C:14]1[CH:19]=[C:18]([CH2:20][CH2:21][CH2:22][C:23]([O:25][CH2:26][CH3:27])=[O:24])[CH:17]=[CH:16][C:15]=1[C:28]1[CH:33]=[CH:32][CH:31]=[CH:30][CH:29]=1.[CH2:34]([N:36]([CH2:39][CH3:40])[CH2:37][CH3:38])[CH3:35], predict the reaction product. The product is: [N:36]12[CH2:39][CH2:40][C:2]([O:4][C:5]([NH:13][C:14]3[CH:19]=[C:18]([CH2:20][CH2:21][CH2:22][C:23]([O:25][CH2:26][CH3:27])=[O:24])[CH:17]=[CH:16][C:15]=3[C:28]3[CH:29]=[CH:30][CH:31]=[CH:32][CH:33]=3)=[O:11])([CH2:38][CH2:37]1)[CH2:35][CH2:34]2. (2) Given the reactants [N+:1]([C:4]1[C:13]2[C:8](=[CH:9][CH:10]=[CH:11][CH:12]=2)[C:7]([OH:14])=[CH:6][CH:5]=1)([O-:3])=[O:2].[NH2:15][C:16]1[N:21]=[C:20]([CH2:22]O)[CH:19]=[CH:18][N:17]=1.C1C=CC(P(C2C=CC=CC=2)C2C=CC=CC=2)=CC=1.CC(OC(/N=N/C(OC(C)C)=O)=O)C, predict the reaction product. The product is: [N+:1]([C:4]1[C:13]2[C:8](=[CH:9][CH:10]=[CH:11][CH:12]=2)[C:7]([O:14][CH2:22][C:20]2[CH:19]=[CH:18][N:17]=[C:16]([NH2:15])[N:21]=2)=[CH:6][CH:5]=1)([O-:3])=[O:2]. (3) Given the reactants [F:1][C:2]1[C:3]([CH:22]=O)=[CH:4][N:5]([S:13]([C:16]2[CH:21]=[CH:20][CH:19]=[CH:18][CH:17]=2)(=[O:15])=[O:14])[C:6]=1[C:7]1[CH:12]=[CH:11][CH:10]=[CH:9][CH:8]=1.CO.[CH3:26][NH2:27].[BH4-].[Na+].[ClH:30].C(=O)([O-])O.[Na+], predict the reaction product. The product is: [ClH:30].[F:1][C:2]1[C:3]([CH2:22][NH:27][CH3:26])=[CH:4][N:5]([S:13]([C:16]2[CH:21]=[CH:20][CH:19]=[CH:18][CH:17]=2)(=[O:15])=[O:14])[C:6]=1[C:7]1[CH:12]=[CH:11][CH:10]=[CH:9][CH:8]=1. (4) Given the reactants [CH3:1][C:2]1([CH3:9])[O:6][C@H:5]([CH2:7][OH:8])[CH2:4][O:3]1.Cl[C:11]1[CH:16]=[CH:15][N:14]=[C:13]([NH2:17])[CH:12]=1.[Na], predict the reaction product. The product is: [CH3:1][C:2]1([CH3:9])[O:6][C@H:5]([CH2:7][O:8][C:11]2[CH:16]=[CH:15][N:14]=[C:13]([NH2:17])[CH:12]=2)[CH2:4][O:3]1. (5) Given the reactants [C:1]1(=O)[CH2:6][CH2:5][CH2:4][CH2:3][CH2:2]1.[CH2:8]([NH2:17])[CH2:9][NH:10][CH2:11][CH2:12][NH:13][CH2:14][CH2:15][NH2:16].[H][H], predict the reaction product. The product is: [CH:1]1([NH:17][CH2:8][CH2:9][NH:10][CH2:11][CH2:12][NH:13][CH2:14][CH2:15][NH2:16])[CH2:6][CH2:5][CH2:4][CH2:3][CH2:2]1. (6) Given the reactants [C:1]([C:3]([C:6]1[CH:7]=[C:8]([CH:11]=[C:12]([C:14]([CH3:18])([C:16]#[N:17])[CH3:15])[CH:13]=1)[CH2:9][Br:10])([CH3:5])[CH3:4])#[N:2].[NH2:19][N:20]1[CH:24]=[N:23][N:22]=[CH:21]1, predict the reaction product. The product is: [Br-:10].[NH2:19][N:20]1[CH2:24][NH+:23]([CH2:9][C:8]2[CH:7]=[C:6]([C:3]([CH3:5])([C:1]#[N:2])[CH3:4])[CH:13]=[C:12]([C:14]([C:16]#[N:17])([CH3:18])[CH3:15])[CH:11]=2)[N:22]=[CH:21]1.